From a dataset of Reaction yield outcomes from USPTO patents with 853,638 reactions. Predict the reaction yield, written as a fraction of the theoretical maximum amount of product (1.0 means a 100% yield; for example, 0.34 means a 34% yield). (1) The catalyst is C1COCC1. The reactants are [C:1]1(=O)[CH2:8][CH2:7][CH2:6][CH2:5][CH2:4][CH2:3][CH2:2]1.[Li+].CC([N-]C(C)C)C.C1C=CC(N([S:25]([C:28]([F:31])([F:30])[F:29])(=[O:27])=[O:26])[S:25]([C:28]([F:31])([F:30])[F:29])(=[O:27])=[O:26])=CC=1. The yield is 0.980. The product is [F:29][C:28]([S:25]([C:1]1[CH2:8][CH2:7][CH2:6][CH2:5][CH2:4][CH2:3][CH:2]=1)(=[O:27])=[O:26])([F:31])[F:30]. (2) The reactants are [Cl:1][CH2:2][CH2:3][CH2:4][CH2:5][N:6]1[CH:11]=[CH:10][CH:9]=[C:8]([O:12][CH3:13])[C:7]1=[O:14].[CH3:15][C:16]1[CH:25]=[CH:24][C:23]2[C:18](=[CH:19][CH:20]=[CH:21][C:22]=2[N:26]2[CH2:31][CH2:30][NH:29][CH2:28][CH2:27]2)[N:17]=1.C(N(CC)CC)C.[I-].[Na+]. The catalyst is CN(C)C=O. The product is [ClH:1].[CH3:13][O:12][C:8]1[C:7](=[O:14])[N:6]([CH2:5][CH2:4][CH2:3][CH2:2][N:29]2[CH2:30][CH2:31][N:26]([C:22]3[CH:21]=[CH:20][CH:19]=[C:18]4[C:23]=3[CH:24]=[CH:25][C:16]([CH3:15])=[N:17]4)[CH2:27][CH2:28]2)[CH:11]=[CH:10][CH:9]=1. The yield is 0.520. (3) The reactants are C[N:2]1[CH:6]=[CH:5][C:4]([C:7]([O:9][CH2:10][CH3:11])=[O:8])=[N:3]1.[I:12]I.O=[N+]([O-])[O-].[O-][N+](=O)[O-].[O-][N+](=O)[O-].[O-][N+](=O)[O-].[O-][N+](=O)[O-].[O-][N+](=O)[O-].[Ce+4].[NH4+].[NH4+]. The catalyst is CC#N. The product is [I:12][C:5]1[C:4]([C:7]([O:9][CH2:10][CH3:11])=[O:8])=[N:3][NH:2][CH:6]=1. The yield is 1.00. (4) The reactants are [S:1]1[C:5]2[CH:6]=[CH:7][CH:8]=[CH:9][C:4]=2[N:3]=[C:2]1[C:10](=[C:13](SC)SC)[C:11]#[N:12].[C:18]([NH:21][CH2:22][CH2:23][NH2:24])(=[O:20])[CH3:19].O.[NH2:26][NH2:27]. The catalyst is C(O)C. The product is [NH2:12][C:11]1[NH:27][N:26]=[C:13]([NH:24][CH2:23][CH2:22][NH:21][C:18](=[O:20])[CH3:19])[C:10]=1[C:2]1[S:1][C:5]2[CH:6]=[CH:7][CH:8]=[CH:9][C:4]=2[N:3]=1. The yield is 0.660. (5) The reactants are Br[C:2]1[CH:7]=[C:6]([C:8]2[C:9]([C:32]3[CH:37]=[CH:36][CH:35]=[C:34]([CH3:38])[N:33]=3)=[N:10][N:11]([C:13]([C:26]3[CH:31]=[CH:30][CH:29]=[CH:28][CH:27]=3)([C:20]3[CH:25]=[CH:24][CH:23]=[CH:22][CH:21]=3)[C:14]3[CH:19]=[CH:18][CH:17]=[CH:16][CH:15]=3)[CH:12]=2)[CH:5]=[CH:4][N:3]=1.[CH:39]([C:41]1[CH:46]=[CH:45][C:44](B(O)O)=[CH:43][CH:42]=1)=[O:40]. No catalyst specified. The product is [CH3:38][C:34]1[N:33]=[C:32]([C:9]2[C:8]([C:6]3[CH:5]=[CH:4][N:3]=[C:2]([C:44]4[CH:45]=[CH:46][C:41]([CH:39]=[O:40])=[CH:42][CH:43]=4)[CH:7]=3)=[CH:12][N:11]([C:13]([C:26]3[CH:31]=[CH:30][CH:29]=[CH:28][CH:27]=3)([C:20]3[CH:25]=[CH:24][CH:23]=[CH:22][CH:21]=3)[C:14]3[CH:19]=[CH:18][CH:17]=[CH:16][CH:15]=3)[N:10]=2)[CH:37]=[CH:36][CH:35]=1. The yield is 0.960. (6) The product is [C:1](/[C:5](=[CH:11]/[CH2:12][CH3:13])/[CH:6]=[CH:7]/[C:8](=[O:10])[CH3:9])([CH3:4])([CH3:3])[CH3:2]. The catalyst is ClCCl.[O-2].[O-2].[Mn+4]. The reactants are [C:1](/[C:5](=[CH:11]/[CH2:12][CH3:13])/[CH:6]=[CH:7]/[CH:8]([OH:10])[CH3:9])([CH3:4])([CH3:3])[CH3:2]. The yield is 0.810. (7) The reactants are [Br:1][C:2]1[S:3][C:4]([C:8]([OH:10])=O)=[C:5]([CH3:7])[N:6]=1.C(N(CC)C(C)C)(C)C.Cl.C(N=C=NCCCN(C)C)C.ON1C2C=CC=CC=2N=N1.[CH2:42]([NH2:49])[C:43]1[CH:48]=[CH:47][CH:46]=[CH:45][CH:44]=1. The catalyst is O1CCCC1. The product is [CH2:42]([NH:49][C:8]([C:4]1[S:3][C:2]([Br:1])=[N:6][C:5]=1[CH3:7])=[O:10])[C:43]1[CH:48]=[CH:47][CH:46]=[CH:45][CH:44]=1. The yield is 0.700.